This data is from Forward reaction prediction with 1.9M reactions from USPTO patents (1976-2016). The task is: Predict the product of the given reaction. (1) Given the reactants Br[C:2]1[CH:3]=[C:4]([C:14]([NH:16][CH2:17][C:18]2[C:19](=[O:28])[NH:20][C:21]([CH3:27])=[CH:22][C:23]=2[CH2:24][CH2:25][CH3:26])=[O:15])[C:5]2[CH:6]=[N:7][N:8]([CH:11]([CH3:13])[CH3:12])[C:9]=2[CH:10]=1.[CH3:29][C:30]1[N:35]=[CH:34][C:33](B2OC(C)(C)C(C)(C)O2)=[CH:32][N:31]=1.C(=O)(O)[O-].[Na+], predict the reaction product. The product is: [CH:11]([N:8]1[C:9]2[CH:10]=[C:2]([C:33]3[CH:32]=[N:31][C:30]([CH3:29])=[N:35][CH:34]=3)[CH:3]=[C:4]([C:14]([NH:16][CH2:17][C:18]3[C:19](=[O:28])[NH:20][C:21]([CH3:27])=[CH:22][C:23]=3[CH2:24][CH2:25][CH3:26])=[O:15])[C:5]=2[CH:6]=[N:7]1)([CH3:13])[CH3:12]. (2) Given the reactants F[C:2]1[CH:9]=[C:8]([N:10]2[C:22]3[CH:21]=[CH:20][CH:19]=[C:18]([C:23]4[NH:27][C:26]5[CH:28]=[C:29]([F:32])[CH:30]=[CH:31][C:25]=5[N:24]=4)[C:17]=3[C:16]3[C:11]2=[CH:12][CH:13]=[CH:14][CH:15]=3)[CH:7]=[CH:6][C:3]=1[C:4]#[N:5].C(=O)([O-])[O-].[K+].[K+].Cl.[F:40][CH2:41][CH2:42][NH2:43].[OH-:44].[Na+].OO, predict the reaction product. The product is: [F:32][C:29]1[CH:30]=[CH:31][C:25]2[N:24]=[C:23]([C:18]3[C:17]4[C:16]5[C:11](=[CH:12][CH:13]=[CH:14][CH:15]=5)[N:10]([C:8]5[CH:9]=[CH:2][C:3]([C:4]([NH2:5])=[O:44])=[C:6]([NH:43][CH2:42][CH2:41][F:40])[CH:7]=5)[C:22]=4[CH:21]=[CH:20][CH:19]=3)[NH:27][C:26]=2[CH:28]=1. (3) Given the reactants [NH:1]1[C:9]2[C:4](=[CH:5][CH:6]=[CH:7][CH:8]=2)[C:3]([C:10](=O)[CH2:11][CH2:12][CH2:13][CH2:14][C:15]#[N:16])=[CH:2]1.[H-].[H-].[H-].[H-].[Li+].[Al+3], predict the reaction product. The product is: [NH:1]1[C:9]2[C:4](=[CH:5][CH:6]=[CH:7][CH:8]=2)[C:3]([CH2:10][CH2:11][CH2:12][CH2:13][CH2:14][CH2:15][NH2:16])=[CH:2]1. (4) The product is: [Br:1][C:2]1[CH:10]=[C:9]2[C:5]([CH2:6][C:7]3([CH2:14][CH2:13][C:12](=[O:16])[CH2:19][CH2:18]3)[C:8]2=[O:11])=[CH:4][CH:3]=1. Given the reactants [Br:1][C:2]1[CH:10]=[C:9]2[C:5]([CH2:6][CH2:7][C:8]2=[O:11])=[CH:4][CH:3]=1.[C:12]([O:16]C)(=O)[CH:13]=[CH2:14].[CH3:18][C:19](C)([O-])C.[K+].[OH-].[K+], predict the reaction product. (5) Given the reactants [Br:1][C:2]1[N:7]=[C:6]([NH:8][C:9]2[CH:14]=[CH:13][C:12]([CH:15]3[CH2:20][CH2:19][N:18](C(OC(C)(C)C)=O)[CH2:17][CH2:16]3)=[CH:11][CH:10]=2)[C:5](=[O:28])[N:4]([CH3:29])[CH:3]=1.FC(F)(F)C(O)=O, predict the reaction product. The product is: [Br:1][C:2]1[N:7]=[C:6]([NH:8][C:9]2[CH:10]=[CH:11][C:12]([CH:15]3[CH2:20][CH2:19][NH:18][CH2:17][CH2:16]3)=[CH:13][CH:14]=2)[C:5](=[O:28])[N:4]([CH3:29])[CH:3]=1. (6) Given the reactants [CH3:1][NH:2][C:3]1[C:8]([NH2:9])=[CH:7][C:6]([C:10]([F:13])([F:12])[F:11])=[CH:5][N:4]=1.[Cl:14][C:15]1[N:23]=[CH:22][CH:21]=[CH:20][C:16]=1[C:17](O)=O.CCN=C=NCCCN(C)C.Cl.N1C=CC=CC=1, predict the reaction product. The product is: [Cl:14][C:15]1[C:16]([C:17]2[N:2]([CH3:1])[C:3]3=[N:4][CH:5]=[C:6]([C:10]([F:11])([F:12])[F:13])[CH:7]=[C:8]3[N:9]=2)=[CH:20][CH:21]=[CH:22][N:23]=1. (7) Given the reactants [CH2:1]([O:8][C:9]([NH:11]/[C:12](=[CH:17]\[C:18]1[S:19][CH:20]=[C:21]([Br:23])[CH:22]=1)/[C:13]([O:15][CH3:16])=[O:14])=[O:10])[C:2]1[CH:7]=[CH:6][CH:5]=[CH:4][CH:3]=1.C(N(CC)CC)C.[NH2:31][C:32]1[CH:37]=[CH:36][CH:35]=[CH:34][C:33]=1[SH:38], predict the reaction product. The product is: [NH2:31][C:32]1[CH:37]=[CH:36][CH:35]=[CH:34][C:33]=1[S:38][CH:17]([C:18]1[S:19][CH:20]=[C:21]([Br:23])[CH:22]=1)[C@@H:12]([C:13]([O:15][CH3:16])=[O:14])[NH:11][C:9]([O:8][CH2:1][C:2]1[CH:7]=[CH:6][CH:5]=[CH:4][CH:3]=1)=[O:10]. (8) Given the reactants [CH3:1][N:2]([CH3:11])[C:3]1[N:8]=[CH:7][C:6]([CH:9]=O)=[CH:5][N:4]=1.[CH2:12]([O:19][C:20]([N:22]1[CH:26]([C:27](=[O:46])[NH:28][C:29]2[S:30][CH:31]=[C:32]([C:34]3[CH:39]=[CH:38][C:37]([C:40](=[O:45])[NH:41][CH:42]4[CH2:44][CH2:43]4)=[CH:36][CH:35]=3)[N:33]=2)[CH2:25][S:24]C1C1C=CC(C(=O)C)=CC=1)=[O:21])[C:13]1[CH:18]=[CH:17][CH:16]=[CH:15][CH:14]=1, predict the reaction product. The product is: [CH2:12]([O:19][C:20]([N:22]1[CH:26]([C:27](=[O:46])[NH:28][C:29]2[S:30][CH:31]=[C:32]([C:34]3[CH:35]=[CH:36][C:37]([C:40](=[O:45])[NH:41][CH:42]4[CH2:44][CH2:43]4)=[CH:38][CH:39]=3)[N:33]=2)[CH2:25][S:24][CH:9]1[C:6]1[CH:5]=[N:4][C:3]([N:2]([CH3:11])[CH3:1])=[N:8][CH:7]=1)=[O:21])[C:13]1[CH:18]=[CH:17][CH:16]=[CH:15][CH:14]=1.